From a dataset of Full USPTO retrosynthesis dataset with 1.9M reactions from patents (1976-2016). Predict the reactants needed to synthesize the given product. (1) Given the product [C:39]([O:43][C:44]([NH:46][C@@H:47]([CH2:56]/[CH:57]=[CH:58]/[C:27]1[CH:26]=[CH:25][C:24]([NH:23][C:21](=[O:22])[C:20]2[CH:31]=[CH:32][C:17]([NH:16][C:13]3[N:12]=[CH:11][C:10]4[N:9]([CH3:35])[C:8](=[O:36])[C@@H:7]([CH2:37][CH3:38])[N:6]([CH:1]5[CH2:2][CH2:3][CH2:4][CH2:5]5)[C:15]=4[N:14]=3)=[C:18]([O:33][CH3:34])[CH:19]=2)=[CH:29][CH:28]=1)[C:48]([O:50][CH:51]1[CH2:52][CH2:53][CH2:54][CH2:55]1)=[O:49])=[O:45])([CH3:42])([CH3:41])[CH3:40], predict the reactants needed to synthesize it. The reactants are: [CH:1]1([N:6]2[C:15]3[N:14]=[C:13]([NH:16][C:17]4[CH:32]=[CH:31][C:20]([C:21]([NH:23][C:24]5[CH:29]=[CH:28][C:27](I)=[CH:26][CH:25]=5)=[O:22])=[CH:19][C:18]=4[O:33][CH3:34])[N:12]=[CH:11][C:10]=3[N:9]([CH3:35])[C:8](=[O:36])[C@H:7]2[CH2:37][CH3:38])[CH2:5][CH2:4][CH2:3][CH2:2]1.[C:39]([O:43][C:44]([NH:46][C@@H:47]([CH2:56][CH:57]=[CH2:58])[C:48]([O:50][CH:51]1[CH2:55][CH2:54][CH2:53][CH2:52]1)=[O:49])=[O:45])([CH3:42])([CH3:41])[CH3:40].CCN(CC)CC. (2) Given the product [CH2:1]([N:8]1[CH2:9][C:10]2=[N:15][C:14]3[CH:16]=[C:17]([Br:19])[S:18][C:13]=3[C:12](=[O:20])[N:11]2[CH2:21]1)[C:2]1[CH:7]=[CH:6][CH:5]=[CH:4][CH:3]=1, predict the reactants needed to synthesize it. The reactants are: [CH2:1]([NH:8][CH2:9][C:10]1[NH:11][C:12](=[O:20])[C:13]2[S:18][C:17]([Br:19])=[CH:16][C:14]=2[N:15]=1)[C:2]1[CH:7]=[CH:6][CH:5]=[CH:4][CH:3]=1.[CH2:21]=O. (3) Given the product [CH2:1]([O:3][C:4]1[C:5]2[CH:13]=[C:12]([CH2:14][CH3:15])[NH:11][C:6]=2[N:7]=[C:8]([S:10][C:17]2[S:18][CH:19]=[C:20]([C:22]([O:24][CH3:25])=[O:23])[N:21]=2)[N:9]=1)[CH3:2], predict the reactants needed to synthesize it. The reactants are: [CH2:1]([O:3][C:4]1[C:5]2[CH:13]=[C:12]([CH2:14][CH3:15])[NH:11][C:6]=2[N:7]=[C:8]([SH:10])[N:9]=1)[CH3:2].Br[C:17]1[S:18][CH:19]=[C:20]([C:22]([O:24][CH3:25])=[O:23])[N:21]=1.C([O-])(O)=O.[Na+]. (4) Given the product [NH2:32][CH:33]([C:37]1[CH:42]=[CH:41][CH:40]=[CH:39][CH:38]=1)[C:34]([NH:1][C:2]1[CH:3]=[C:4]([CH:21]=[CH:22][C:23]=1[F:24])[O:5][C:6]1[N:11]=[C:10]2[S:12][C:13]([NH:15][C:16]([CH:18]3[CH2:20][CH2:19]3)=[O:17])=[N:14][C:9]2=[CH:8][CH:7]=1)=[O:35], predict the reactants needed to synthesize it. The reactants are: [NH2:1][C:2]1[CH:3]=[C:4]([CH:21]=[CH:22][C:23]=1[F:24])[O:5][C:6]1[N:11]=[C:10]2[S:12][C:13]([NH:15][C:16]([CH:18]3[CH2:20][CH2:19]3)=[O:17])=[N:14][C:9]2=[CH:8][CH:7]=1.C(OC([NH:32][CH:33]([C:37]1[CH:42]=[CH:41][CH:40]=[CH:39][CH:38]=1)[C:34](O)=[O:35])=O)(C)(C)C.F[P-](F)(F)(F)(F)F.N1(OC(N(C)C)=[N+](C)C)C2N=CC=CC=2N=N1. (5) Given the product [S:1]1[C:5]2[CH:6]=[CH:7][CH:8]=[CH:9][C:4]=2[N:3]=[C:2]1[C:10]1[C:11]([NH2:17])=[N:12][CH:13]=[C:14]([B:18]2[O:22][C:21]([CH3:24])([CH3:23])[C:20]([CH3:26])([CH3:25])[O:19]2)[CH:15]=1, predict the reactants needed to synthesize it. The reactants are: [S:1]1[C:5]2[CH:6]=[CH:7][CH:8]=[CH:9][C:4]=2[N:3]=[C:2]1[C:10]1[C:11]([NH2:17])=[N:12][CH:13]=[C:14](Br)[CH:15]=1.[B:18]1([B:18]2[O:22][C:21]([CH3:24])([CH3:23])[C:20]([CH3:26])([CH3:25])[O:19]2)[O:22][C:21]([CH3:24])([CH3:23])[C:20]([CH3:26])([CH3:25])[O:19]1.C1(P(C2CCCCC2)C2CCCCC2)CCCCC1.CC([O-])=O.[K+].